From a dataset of Reaction yield outcomes from USPTO patents with 853,638 reactions. Predict the reaction yield, written as a fraction of the theoretical maximum amount of product (1.0 means a 100% yield; for example, 0.34 means a 34% yield). (1) The reactants are [Cl:1][C:2]1[N:7]=[CH:6][C:5]([CH2:8][NH:9][C:10](=O)[C:11]2[CH:16]=[CH:15][C:14](/[CH:17]=[CH:18]/[CH:19]([C:24]3[CH:29]=[C:28]([Cl:30])[CH:27]=[C:26]([Cl:31])[CH:25]=3)[C:20]([F:23])([F:22])[F:21])=[CH:13][C:12]=2[CH3:32])=[CH:4][CH:3]=1.COC1C=CC(P2(SP(C3C=CC(OC)=CC=3)(=S)S2)=[S:43])=CC=1. The catalyst is C1(C)C=CC=CC=1. The product is [Cl:1][C:2]1[N:7]=[CH:6][C:5]([CH2:8][NH:9][C:10](=[S:43])[C:11]2[CH:16]=[CH:15][C:14](/[CH:17]=[CH:18]/[CH:19]([C:24]3[CH:29]=[C:28]([Cl:30])[CH:27]=[C:26]([Cl:31])[CH:25]=3)[C:20]([F:23])([F:22])[F:21])=[CH:13][C:12]=2[CH3:32])=[CH:4][CH:3]=1. The yield is 0.490. (2) The reactants are [N:1]([C:4]1[O:8][C:7]([CH:9]=O)=[CH:6][CH:5]=1)=[N+]=[N-].Cl.[NH2:12][N:13]1[CH2:19][C:17](=[O:18])[NH:16][C:14]1=[O:15]. The catalyst is C(O)C.C(O)C.O. The product is [O:15]=[C:14]1[NH:16][C:17](=[O:18])[CH2:19][N:13]1[N:12]=[CH:9][C:7](=[O:8])[CH:6]=[CH:5][C:4]#[N:1]. The yield is 0.380. (3) The reactants are [CH3:1][C:2]1[C:3]2[N:4]([C:8]([C@@H:29]3[CH2:34][CH2:33][CH2:32][CH2:31][NH:30]3)=[N:9][C:10]=2[C:11]2[CH:28]=[CH:27][C:14]([C:15]([NH:17][C:18]3[CH:23]=[C:22]([CH2:24][CH2:25][CH3:26])[CH:21]=[CH:20][N:19]=3)=[O:16])=[CH:13][CH:12]=2)[CH:5]=[CH:6][N:7]=1.[CH3:35][N:36]([CH3:43])[CH2:37]/[CH:38]=[CH:39]/[C:40](O)=[O:41]. No catalyst specified. The product is [CH3:35][N:36]([CH3:43])[CH2:37]/[CH:38]=[CH:39]/[C:40]([N:30]1[CH2:31][CH2:32][CH2:33][CH2:34][C@H:29]1[C:8]1[N:4]2[CH:5]=[CH:6][N:7]=[C:2]([CH3:1])[C:3]2=[C:10]([C:11]2[CH:28]=[CH:27][C:14]([C:15]([NH:17][C:18]3[CH:23]=[C:22]([CH2:24][CH2:25][CH3:26])[CH:21]=[CH:20][N:19]=3)=[O:16])=[CH:13][CH:12]=2)[N:9]=1)=[O:41]. The yield is 0.344.